From a dataset of Forward reaction prediction with 1.9M reactions from USPTO patents (1976-2016). Predict the product of the given reaction. (1) The product is: [NH2:1][C:2]1[N:6]([CH3:7])[C:5](=[O:8])[C:4]([C:16]2[CH:20]=[C:19]([C:21](=[O:24])[CH2:22][CH3:23])[N:18]([CH2:25][CH3:26])[CH:17]=2)([C:9]2[CH:14]=[CH:13][CH:12]=[C:11]([O:15][CH2:34][CH2:35][CH3:36])[CH:10]=2)[N:3]=1. Given the reactants [NH2:1][C:2]1[N:6]([CH3:7])[C:5](=[O:8])[C:4]([C:16]2[CH:20]=[C:19]([C:21](=[O:24])[CH2:22][CH3:23])[N:18]([CH2:25][CH3:26])[CH:17]=2)([C:9]2[CH:14]=[CH:13][CH:12]=[C:11]([OH:15])[CH:10]=2)[N:3]=1.C([O-])([O-])=O.[Cs+].[Cs+].I[CH2:34][CH2:35][CH3:36], predict the reaction product. (2) The product is: [NH2:6][C@@H:7]([CH2:11][CH2:12][CH2:13][NH:14][C:15]([NH:17][S:18]([C:21]1[CH:26]=[CH:25][C:24]([CH3:27])=[CH:23][CH:22]=1)(=[O:20])=[O:19])=[NH:16])[C:8]([O:10][CH3:1])=[O:9]. Given the reactants [C:1](Cl)(=O)C.Cl.[NH2:6][C@@H:7]([CH2:11][CH2:12][CH2:13][NH:14][C:15]([NH:17][S:18]([C:21]1[CH:26]=[CH:25][C:24]([CH3:27])=[CH:23][CH:22]=1)(=[O:20])=[O:19])=[NH:16])[C:8]([OH:10])=[O:9], predict the reaction product. (3) Given the reactants [NH2:1][C:2]1[S:3][C:4]([C:7]([O:9][CH2:10][CH3:11])=[O:8])=[CH:5][N:6]=1.[CH3:12][C:13]([O:16][C:17](O[C:17]([O:16][C:13]([CH3:15])([CH3:14])[CH3:12])=[O:18])=[O:18])([CH3:15])[CH3:14].CO.O, predict the reaction product. The product is: [C:13]([O:16][C:17]([NH:1][C:2]1[S:3][C:4]([C:7]([O:9][CH2:10][CH3:11])=[O:8])=[CH:5][N:6]=1)=[O:18])([CH3:15])([CH3:14])[CH3:12]. (4) Given the reactants [F:1][C:2]1[CH:3]=[C:4]([C:8]2[N:13]=[CH:12][C:11]([C:14]([N:16]([CH3:38])[C:17]3[CH:22]=[CH:21][C:20]([CH2:23][N:24]4[CH2:29][CH2:28][N:27](C(OC(C)(C)C)=O)[C@@H:26]([CH3:37])[CH2:25]4)=[CH:19][CH:18]=3)=[O:15])=[CH:10][CH:9]=2)[CH:5]=[CH:6][CH:7]=1.C(O)(C(F)(F)F)=O, predict the reaction product. The product is: [F:1][C:2]1[CH:3]=[C:4]([C:8]2[N:13]=[CH:12][C:11]([C:14]([N:16]([CH3:38])[C:17]3[CH:22]=[CH:21][C:20]([CH2:23][N:24]4[CH2:29][CH2:28][NH:27][C@@H:26]([CH3:37])[CH2:25]4)=[CH:19][CH:18]=3)=[O:15])=[CH:10][CH:9]=2)[CH:5]=[CH:6][CH:7]=1. (5) Given the reactants C1C=C(Cl)C=C(C(OO)=[O:9])C=1.[Cl:12][C:13]1[CH:14]=[C:15]2[C:20](=[CH:21][CH:22]=1)[C:19](=[O:23])[N:18]([C:24]1[CH:25]=[N:26][CH:27]=[C:28]([S:30][CH3:31])[CH:29]=1)[CH2:17][CH2:16]2.[OH-].[Na+], predict the reaction product. The product is: [Cl:12][C:13]1[CH:14]=[C:15]2[C:20](=[CH:21][CH:22]=1)[C:19](=[O:23])[N:18]([C:24]1[CH:25]=[N:26][CH:27]=[C:28]([S:30]([CH3:31])=[O:9])[CH:29]=1)[CH2:17][CH2:16]2. (6) Given the reactants Cl.[CH2:2]([NH2:4])[CH3:3].C[O:6][C:7](=O)/[CH:8]=[C:9](/[O:12][CH3:13])\[CH2:10]Cl, predict the reaction product. The product is: [CH2:2]([N:4]1[CH2:10][C:9]([O:12][CH3:13])=[CH:8][C:7]1=[O:6])[CH3:3].